From a dataset of Forward reaction prediction with 1.9M reactions from USPTO patents (1976-2016). Predict the product of the given reaction. Given the reactants [CH3:1][C:2]1[N:6]([CH3:7])[C:5]2[CH:8]=[CH:9][C:10]3[C@H:11]([OH:22])[CH2:12][C@H:13]([C:16]4[CH:21]=[CH:20][CH:19]=[CH:18][CH:17]=4)[O:14][C:15]=3[C:4]=2[N:3]=1.CS(O)(=O)=O.C(=O)(O)[O-].[Na+].[CH3:33][O:34][CH2:35][CH2:36]O, predict the reaction product. The product is: [CH3:33][O:34][CH2:35][CH2:36][O:22][CH:11]1[C:10]2[CH:9]=[CH:8][C:5]3[N:6]([CH3:7])[C:2]([CH3:1])=[N:3][C:4]=3[C:15]=2[O:14][CH:13]([C:16]2[CH:17]=[CH:18][CH:19]=[CH:20][CH:21]=2)[CH2:12]1.